Dataset: NCI-60 drug combinations with 297,098 pairs across 59 cell lines. Task: Regression. Given two drug SMILES strings and cell line genomic features, predict the synergy score measuring deviation from expected non-interaction effect. (1) Drug 1: C1=CC=C(C(=C1)C(C2=CC=C(C=C2)Cl)C(Cl)Cl)Cl. Synergy scores: CSS=3.41, Synergy_ZIP=-2.47, Synergy_Bliss=-2.84, Synergy_Loewe=-8.09, Synergy_HSA=-2.80. Cell line: SNB-75. Drug 2: CCN(CC)CCCC(C)NC1=C2C=C(C=CC2=NC3=C1C=CC(=C3)Cl)OC. (2) Drug 1: CC1C(C(CC(O1)OC2CC(CC3=C2C(=C4C(=C3O)C(=O)C5=C(C4=O)C(=CC=C5)OC)O)(C(=O)CO)O)N)O.Cl. Drug 2: C1=CC(=CC=C1CCCC(=O)O)N(CCCl)CCCl. Cell line: RXF 393. Synergy scores: CSS=2.41, Synergy_ZIP=0.370, Synergy_Bliss=1.55, Synergy_Loewe=1.20, Synergy_HSA=0.295. (3) Drug 1: COC1=C(C=C2C(=C1)N=CN=C2NC3=CC(=C(C=C3)F)Cl)OCCCN4CCOCC4. Drug 2: CCC1=CC2CC(C3=C(CN(C2)C1)C4=CC=CC=C4N3)(C5=C(C=C6C(=C5)C78CCN9C7C(C=CC9)(C(C(C8N6C)(C(=O)OC)O)OC(=O)C)CC)OC)C(=O)OC.C(C(C(=O)O)O)(C(=O)O)O. Cell line: UO-31. Synergy scores: CSS=36.2, Synergy_ZIP=0.216, Synergy_Bliss=1.72, Synergy_Loewe=5.74, Synergy_HSA=6.35. (4) Cell line: ACHN. Drug 1: C1=NC2=C(N=C(N=C2N1C3C(C(C(O3)CO)O)F)Cl)N. Drug 2: C1CN(P(=O)(OC1)NCCCl)CCCl. Synergy scores: CSS=12.4, Synergy_ZIP=-3.42, Synergy_Bliss=1.78, Synergy_Loewe=-2.49, Synergy_HSA=-2.56. (5) Drug 1: C1CC(C1)(C2=CC=C(C=C2)C3=C(C=C4C(=N3)C=CN5C4=NNC5=O)C6=CC=CC=C6)N. Drug 2: B(C(CC(C)C)NC(=O)C(CC1=CC=CC=C1)NC(=O)C2=NC=CN=C2)(O)O. Cell line: UACC62. Synergy scores: CSS=35.8, Synergy_ZIP=-5.13, Synergy_Bliss=-4.38, Synergy_Loewe=-6.13, Synergy_HSA=-1.83.